Dataset: CYP2C9 inhibition data for predicting drug metabolism from PubChem BioAssay. Task: Regression/Classification. Given a drug SMILES string, predict its absorption, distribution, metabolism, or excretion properties. Task type varies by dataset: regression for continuous measurements (e.g., permeability, clearance, half-life) or binary classification for categorical outcomes (e.g., BBB penetration, CYP inhibition). Dataset: cyp2c9_veith. (1) The molecule is CC(C)C12CCC(C(=O)O)C(C1)C(=O)O2. The result is 0 (non-inhibitor). (2) The drug is COCCNC(=O)[C@H]1C[C@@H]1[C@H](NP(=O)(c1ccccc1)c1ccccc1)c1ccccc1. The result is 0 (non-inhibitor). (3) The drug is C/C(CCN1CCCc2nc(C)c(C)cc21)=N\OC[C@@H](O)COCc1ccco1. The result is 0 (non-inhibitor). (4) The drug is O=C(Nc1ccccc1C(=O)O)c1ccc2ccccc2n1. The result is 1 (inhibitor). (5) The molecule is O=C(OC(C(=O)O)C(OC(=O)c1ccccc1)C(=O)NCc1ccccc1)c1ccccc1. The result is 0 (non-inhibitor).